From a dataset of Catalyst prediction with 721,799 reactions and 888 catalyst types from USPTO. Predict which catalyst facilitates the given reaction. Reactant: [CH3:1][CH:2]([N:4]1[C:12](/[CH:13]=[CH:14]/[CH:15]([OH:23])[CH2:16][CH:17]([OH:22])[CH2:18][C:19]([OH:21])=[O:20])=[C:11]([C:24]2[CH:25]=[CH:26][C:27]([F:30])=[CH:28][CH:29]=2)[C:10]2[CH:9]=[CH:8][CH:7]=[CH:6][C:5]1=2)[CH3:3].[OH-].[Na+:32]. Product: [CH3:3][CH:2]([N:4]1[C:12](/[CH:13]=[CH:14]/[CH:15]([OH:23])[CH2:16][CH:17]([OH:22])[CH2:18][C:19]([O-:21])=[O:20])=[C:11]([C:24]2[CH:29]=[CH:28][C:27]([F:30])=[CH:26][CH:25]=2)[C:10]2[CH:9]=[CH:8][CH:7]=[CH:6][C:5]1=2)[CH3:1].[Na+:32]. The catalyst class is: 6.